Dataset: Full USPTO retrosynthesis dataset with 1.9M reactions from patents (1976-2016). Task: Predict the reactants needed to synthesize the given product. (1) Given the product [CH3:23][O:22][C:19]1[CH:20]=[C:21]2[C:16](=[CH:17][CH:18]=1)[NH:15][C:14](=[O:24])[C@:13]12[CH2:12][C@H:11]1[C:7]1[CH:6]=[C:5]2[C:10]([C:2]([CH:25]=[CH2:26])=[N:3][NH:4]2)=[CH:9][CH:8]=1, predict the reactants needed to synthesize it. The reactants are: I[C:2]1[C:10]2[C:5](=[CH:6][C:7]([C@H:11]3[C@@:13]4([C:21]5[C:16](=[CH:17][CH:18]=[C:19]([O:22][CH3:23])[CH:20]=5)[NH:15][C:14]4=[O:24])[CH2:12]3)=[CH:8][CH:9]=2)[NH:4][N:3]=1.[CH3:25][C:26]1(C)C(C)(C)OB(C=C)O1.C([O-])([O-])=O.[Na+].[Na+]. (2) Given the product [CH2:1]([O:4][N:5]=[C:6]1[CH2:10][N:9]([C:11](=[O:13])[CH2:25][CH2:24][CH2:23][N:22]([CH3:29])[CH3:21])[C@H:8]([C:18]([NH:45][C:41]2[CH:42]=[CH:43][C:44]3[N:32]([CH2:30][CH3:31])[C:33]4[C:38]([C:39]=3[CH:40]=2)=[CH:37][CH:36]=[CH:35][CH:34]=4)=[O:20])[CH2:7]1)[CH:2]=[CH2:3], predict the reactants needed to synthesize it. The reactants are: [CH2:1]([O:4][N:5]=[C:6]1[CH2:10][N:9]([C:11]([O:13]C(C)(C)C)=O)[C@H:8]([C:18]([OH:20])=O)[CH2:7]1)[CH:2]=[CH2:3].[CH3:21][N:22]([CH3:29])[CH2:23][CH2:24][CH2:25]C(Cl)=O.[CH2:30]([N:32]1[C:44]2[CH:43]=[CH:42][C:41]([NH2:45])=[CH:40][C:39]=2[C:38]2[C:33]1=[CH:34][CH:35]=[CH:36][CH:37]=2)[CH3:31].